From a dataset of Full USPTO retrosynthesis dataset with 1.9M reactions from patents (1976-2016). Predict the reactants needed to synthesize the given product. (1) Given the product [S:11]1[CH:15]=[CH:14][CH:13]=[C:12]1[C:2]1[CH:7]=[CH:6][C:5]([C:8](=[O:10])[CH3:9])=[CH:4][CH:3]=1, predict the reactants needed to synthesize it. The reactants are: Br[C:2]1[CH:7]=[CH:6][C:5]([C:8](=[O:10])[CH3:9])=[CH:4][CH:3]=1.[S:11]1[CH:15]=[CH:14][CH:13]=[C:12]1B(O)O.C(=O)([O-])[O-].[Na+].[Na+]. (2) Given the product [CH2:43]([N:5]([CH2:1][CH:2]([CH3:3])[CH3:4])[C:6]1[CH:11]=[CH:10][C:9]([C:12]2[CH:17]=[CH:16][CH:15]=[CH:14][C:13]=2[C:18]2[N:19]=[N:20][NH:21][N:22]=2)=[CH:8][C:7]=1[NH:42][C:48]([NH:67][C:64]1[CH:63]=[N:62][C:61]([CH3:60])=[CH:66][N:65]=1)=[O:49])[CH:44]([CH3:45])[CH3:46], predict the reactants needed to synthesize it. The reactants are: [CH2:1]([N:5]([CH2:43][CH:44]([CH3:46])[CH3:45])[C:6]1[CH:11]=[CH:10][C:9]([C:12]2[CH:17]=[CH:16][CH:15]=[CH:14][C:13]=2[C:18]2[N:19]=[N:20][N:21](C(C3C=CC=CC=3)(C3C=CC=CC=3)C3C=CC=CC=3)[N:22]=2)=[CH:8][C:7]=1[NH2:42])[CH:2]([CH3:4])[CH3:3].Cl[C:48](OC1C=CC([N+]([O-])=O)=CC=1)=[O:49].[CH3:60][C:61]1[N:62]=[CH:63][C:64]([NH2:67])=[N:65][CH:66]=1.C(N(CC)CC)C.Cl. (3) The reactants are: Cl.[C:2]([NH:6][OH:7])([CH3:5])([CH3:4])[CH3:3].[N:8]1([S:14]([C:17]2[CH:24]=[CH:23][CH:22]=[CH:21][C:18]=2[CH:19]=O)(=[O:16])=[O:15])[CH2:13][CH2:12][CH2:11][CH2:10][CH2:9]1. Given the product [C:2]([N+:6]([O-:7])=[CH:19][C:18]1[CH:21]=[CH:22][CH:23]=[CH:24][C:17]=1[S:14]([N:8]1[CH2:13][CH2:12][CH2:11][CH2:10][CH2:9]1)(=[O:15])=[O:16])([CH3:5])([CH3:4])[CH3:3], predict the reactants needed to synthesize it.